Dataset: Full USPTO retrosynthesis dataset with 1.9M reactions from patents (1976-2016). Task: Predict the reactants needed to synthesize the given product. (1) The reactants are: [NH2:1][C:2]1[C:3]2[N:11]=[C:10]([C:12]3[CH:13]=[C:14]([CH:18]=[CH:19][CH:20]=3)[C:15]([OH:17])=O)[CH:9]=[CH:8][C:4]=2[N:5]=[CH:6][N:7]=1.[O:21]1[CH2:26][CH2:25][N:24]([CH2:27][CH2:28][NH2:29])[CH2:23][CH2:22]1.CN(C(ON1N=NC2C=CC=NC1=2)=[N+](C)C)C.F[P-](F)(F)(F)(F)F.CCN(C(C)C)C(C)C. Given the product [NH2:1][C:2]1[C:3]2[N:11]=[C:10]([C:12]3[CH:13]=[C:14]([CH:18]=[CH:19][CH:20]=3)[C:15]([NH:29][CH2:28][CH2:27][N:24]3[CH2:25][CH2:26][O:21][CH2:22][CH2:23]3)=[O:17])[CH:9]=[CH:8][C:4]=2[N:5]=[CH:6][N:7]=1, predict the reactants needed to synthesize it. (2) Given the product [N+:1]([C:4]1[CH:9]=[CH:8][N:7]=[C:6]([NH:10][C:14]([CH:11]2[CH2:13][CH2:12]2)=[O:15])[CH:5]=1)([O-:3])=[O:2], predict the reactants needed to synthesize it. The reactants are: [N+:1]([C:4]1[CH:9]=[CH:8][N:7]=[C:6]([NH2:10])[CH:5]=1)([O-:3])=[O:2].[CH:11]1([C:14](Cl)=[O:15])[CH2:13][CH2:12]1. (3) Given the product [CH2:25]([N:18]1[C:19]2[C:20](=[N:21][CH:22]=[CH:23][CH:24]=2)[C:16]([C:14]2[CH:13]=[CH:12][C:11](=[O:27])[N:10]([C:2]3[N:1]([CH3:30])[C:5]4[CH:6]=[CH:7][CH:8]=[CH:9][C:4]=4[N:3]=3)[CH:15]=2)=[N:17]1)[CH3:26], predict the reactants needed to synthesize it. The reactants are: [NH:1]1[C:5]2[CH:6]=[CH:7][CH:8]=[CH:9][C:4]=2[N:3]=[C:2]1[N:10]1[CH:15]=[C:14]([C:16]2[C:20]3=[N:21][CH:22]=[CH:23][CH:24]=[C:19]3[N:18]([CH2:25][CH3:26])[N:17]=2)[CH:13]=[CH:12][C:11]1=[O:27].CI.[C:30]([O-])([O-])=O.[Cs+].[Cs+].O. (4) Given the product [CH3:26][N:27]1[CH2:32][CH2:31][N:30]([C:33]2[CH:41]=[CH:40][C:36]([C:37]([NH:1][C:2]3[N:3]=[CH:4][N:5]4[C:9]([C:10]([F:13])([F:12])[F:11])=[C:8]([C:14]([O:16][CH2:17][CH3:18])=[O:15])[S:7][C:6]=34)=[O:38])=[CH:35][CH:34]=2)[CH2:29][CH2:28]1, predict the reactants needed to synthesize it. The reactants are: [NH2:1][C:2]1[N:3]=[CH:4][N:5]2[C:9]([C:10]([F:13])([F:12])[F:11])=[C:8]([C:14]([O:16][CH2:17][CH3:18])=[O:15])[S:7][C:6]=12.C(N(CC)CC)C.[CH3:26][N:27]1[CH2:32][CH2:31][N:30]([C:33]2[CH:41]=[CH:40][C:36]([C:37](Cl)=[O:38])=[CH:35][CH:34]=2)[CH2:29][CH2:28]1. (5) Given the product [CH3:13][C:10]1[N:9]=[C:8]([C:5]2[N:4]=[N:3][C:2]([N:15]3[CH2:16][CH2:17][C:18]4([CH2:28][C:27]5[C:22](=[CH:23][CH:24]=[CH:25][CH:26]=5)[C:21]4=[O:29])[CH2:19][CH2:20]3)=[CH:7][CH:6]=2)[O:12][N:11]=1, predict the reactants needed to synthesize it. The reactants are: Cl[C:2]1[N:3]=[N:4][C:5]([C:8]2[O:12][N:11]=[C:10]([CH3:13])[N:9]=2)=[CH:6][CH:7]=1.Cl.[NH:15]1[CH2:20][CH2:19][C:18]2([CH2:28][C:27]3[C:22](=[CH:23][CH:24]=[CH:25][CH:26]=3)[C:21]2=[O:29])[CH2:17][CH2:16]1.C(=O)([O-])[O-].[K+].[K+]. (6) Given the product [F:1][C:2]1[CH:3]=[C:4]([N:25]2[CH2:29][C@H:28]([CH2:30][NH:31][C:32](=[O:34])[CH3:33])[O:27][C:26]2=[O:35])[CH:5]=[CH:6][C:7]=1[N:8]1[CH2:13][CH2:12][CH:11]([N:14]2[N:18]=[N:17][C:16]([N:19]3[CH2:20][CH2:21][N:22]([CH3:38])[CH2:23][CH2:24]3)=[N:15]2)[CH2:10][CH2:9]1, predict the reactants needed to synthesize it. The reactants are: [F:1][C:2]1[CH:3]=[C:4]([N:25]2[CH2:29][C@H:28]([CH2:30][NH:31][C:32](=[O:34])[CH3:33])[O:27][C:26]2=[O:35])[CH:5]=[CH:6][C:7]=1[N:8]1[CH2:13][CH2:12][CH:11]([N:14]2[N:18]=[N:17][C:16]([N:19]3[CH2:24][CH2:23][NH:22][CH2:21][CH2:20]3)=[N:15]2)[CH2:10][CH2:9]1.[H-].[Na+].[CH3:38]I. (7) Given the product [CH:35]([O:38][C:39]1[CH:44]=[CH:43][C:42]([S:45]([NH:34][C@@H:10]2[CH2:9][NH:8][CH2:12][C@H:11]2[CH2:13][N:14]([CH:31]([CH3:32])[CH3:33])[C:15](=[O:30])[C:16]2[CH:21]=[CH:20][C:19]([O:22][CH3:23])=[C:18]([O:24][CH2:25][CH2:26][CH2:27][O:28][CH3:29])[CH:17]=2)(=[O:47])=[O:46])=[CH:41][CH:40]=1)([CH3:37])[CH3:36], predict the reactants needed to synthesize it. The reactants are: C(OC([N:8]1[CH2:12][C@@H:11]([CH2:13][N:14]([CH:31]([CH3:33])[CH3:32])[C:15](=[O:30])[C:16]2[CH:21]=[CH:20][C:19]([O:22][CH3:23])=[C:18]([O:24][CH2:25][CH2:26][CH2:27][O:28][CH3:29])[CH:17]=2)[C@H:10]([NH2:34])[CH2:9]1)=O)(C)(C)C.[CH:35]([O:38][C:39]1[CH:44]=[CH:43][C:42]([S:45](Cl)(=[O:47])=[O:46])=[CH:41][CH:40]=1)([CH3:37])[CH3:36].CC#N.O.CC#N. (8) Given the product [C:1]([O:5][C:6]([N:8]1[CH2:13][CH2:12][N:11]([C:15]2[CH:20]=[CH:19][CH:18]=[C:17]([O:21][CH2:22][CH2:23][CH2:24][O:25][CH3:26])[CH:16]=2)[CH2:10][C:9]1([CH3:28])[CH3:27])=[O:7])([CH3:4])([CH3:3])[CH3:2], predict the reactants needed to synthesize it. The reactants are: [C:1]([O:5][C:6]([N:8]1[CH2:13][C:12](=O)[N:11]([C:15]2[CH:20]=[CH:19][CH:18]=[C:17]([O:21][CH2:22][CH2:23][CH2:24][O:25][CH3:26])[CH:16]=2)[CH2:10][C:9]1([CH3:28])[CH3:27])=[O:7])([CH3:4])([CH3:3])[CH3:2].[OH-].[Na+].O. (9) Given the product [F:14][C:7]([F:6])([F:13])[C:8]([NH:5][CH2:4][CH2:3][NH:2][CH3:1])=[O:10], predict the reactants needed to synthesize it. The reactants are: [CH3:1][NH:2][CH2:3][CH2:4][NH2:5].[F:6][C:7]([F:14])([F:13])[C:8]([O:10]CC)=O.O.